Dataset: Catalyst prediction with 721,799 reactions and 888 catalyst types from USPTO. Task: Predict which catalyst facilitates the given reaction. (1) Reactant: [NH2:1][CH:2]1[C:8](=[O:9])[NH:7][C:6]2[C:10]([O:15][CH3:16])=[CH:11][C:12]([Br:14])=[CH:13][C:5]=2[C:4]([C:17]2[CH:22]=[CH:21][CH:20]=[CH:19][CH:18]=2)=[N:3]1.[C:23]([O:27][C:28](O[C:28]([O:27][C:23]([CH3:26])([CH3:25])[CH3:24])=[O:29])=[O:29])([CH3:26])([CH3:25])[CH3:24].C(N(CC)CC)C. Product: [Br:14][C:12]1[CH:11]=[C:10]([O:15][CH3:16])[C:6]2[NH:7][C:8](=[O:9])[CH:2]([NH:1][C:28](=[O:29])[O:27][C:23]([CH3:26])([CH3:25])[CH3:24])[N:3]=[C:4]([C:17]3[CH:18]=[CH:19][CH:20]=[CH:21][CH:22]=3)[C:5]=2[CH:13]=1. The catalyst class is: 12. (2) Reactant: [C:1]1(=[N:5][N:6]2[C:15]3[C:10](=[CH:11][CH:12]=[CH:13][CH:14]=3)[C:9]([OH:16])=[C:8]([C:17]3[NH:22][C:21]4[CH:23]=[CH:24][CH:25]=[CH:26][C:20]=4[S:19](=[O:28])(=[O:27])[N:18]=3)[C:7]2=[O:29])[CH2:4][CH2:3][CH2:2]1.CO.[BH4-].[Li+].Cl. Product: [CH:1]1([NH:5][N:6]2[C:15]3[C:10](=[CH:11][CH:12]=[CH:13][CH:14]=3)[C:9]([OH:16])=[C:8]([C:17]3[NH:22][C:21]4[CH:23]=[CH:24][CH:25]=[CH:26][C:20]=4[S:19](=[O:27])(=[O:28])[N:18]=3)[C:7]2=[O:29])[CH2:2][CH2:3][CH2:4]1. The catalyst class is: 30.